This data is from Full USPTO retrosynthesis dataset with 1.9M reactions from patents (1976-2016). The task is: Predict the reactants needed to synthesize the given product. (1) Given the product [Si:51]([O:50][CH2:49][C@H:38]1[C@H:37]([CH3:58])[C@@H:36]([NH:35][C:10]2[CH:15]=[CH:14][CH:13]=[CH:12][CH:11]=2)[C:45]2[C:40](=[CH:41][CH:42]=[CH:43][CH:44]=2)[N:39]1[C:46](=[O:48])[CH3:47])([C:54]([CH3:57])([CH3:56])[CH3:55])([CH3:53])[CH3:52], predict the reactants needed to synthesize it. The reactants are: CC(C)([O-])C.[Na+].CN([C:10]1[C:15]([C:10]2[C:15](P(C3CCCCC3)C3CCCCC3)=[CH:14][CH:13]=[CH:12][CH:11]=2)=[CH:14][CH:13]=[CH:12][CH:11]=1)C.[NH2:35][C@H:36]1[C:45]2[C:40](=[CH:41][CH:42]=[CH:43][CH:44]=2)[N:39]([C:46](=[O:48])[CH3:47])[C@@H:38]([CH2:49][O:50][Si:51]([C:54]([CH3:57])([CH3:56])[CH3:55])([CH3:53])[CH3:52])[C@@H:37]1[CH3:58].BrC1C=CC=CC=1. (2) Given the product [CH3:16][C:17]1[O:18][C:19]([CH:22]2[CH2:27][CH2:26][CH2:25][N:24]([C:2]([O:4][CH:5]3[CH:12]4[CH2:13][C:8]5([OH:15])[CH2:9][CH:10]([CH2:14][CH:6]3[CH2:7]5)[CH2:11]4)=[O:3])[CH2:23]2)=[N:20][N:21]=1, predict the reactants needed to synthesize it. The reactants are: Cl[C:2]([O:4][CH:5]1[CH:12]2[CH2:13][C:8]3([OH:15])[CH2:9][CH:10]([CH2:14][CH:6]1[CH2:7]3)[CH2:11]2)=[O:3].[CH3:16][C:17]1[O:18][C:19]([CH:22]2[CH2:27][CH2:26][CH2:25][NH:24][CH2:23]2)=[N:20][N:21]=1.